This data is from Forward reaction prediction with 1.9M reactions from USPTO patents (1976-2016). The task is: Predict the product of the given reaction. (1) The product is: [CH3:21][O:22][C:23]1[CH:28]=[C:27]([C:2]2[C:11]3[C:6](=[C:7]([O:12][CH3:13])[CH:8]=[CH:9][CH:10]=3)[CH:5]=[C:4]([NH:14][C:15]3[CH:19]=[C:18]([CH3:20])[NH:17][N:16]=3)[N:3]=2)[CH:26]=[CH:25][CH:24]=1. Given the reactants Cl[C:2]1[C:11]2[C:6](=[C:7]([O:12][CH3:13])[CH:8]=[CH:9][CH:10]=2)[CH:5]=[C:4]([NH:14][C:15]2[CH:19]=[C:18]([CH3:20])[NH:17][N:16]=2)[N:3]=1.[CH3:21][O:22][C:23]1[CH:24]=[C:25](B(O)O)[CH:26]=[CH:27][CH:28]=1, predict the reaction product. (2) Given the reactants [CH3:1][O:2][C:3]1[CH:12]=[CH:11][CH:10]=[CH:9][C:4]=1[CH2:5][N:6]=[C:7]=[O:8].[CH3:13][O:14][C:15]1[CH:22]=[CH:21][CH:20]=[CH:19][C:16]=1[CH2:17][NH2:18].C([CH:25]([C:29](Cl)=[O:30])[C:26](Cl)=[O:27])C.C1CCN2C(=NCCC2)CC1, predict the reaction product. The product is: [CH3:1][O:2][C:3]1[CH:12]=[CH:11][CH:10]=[CH:9][C:4]=1[CH2:5][N:6]1[C:26](=[O:27])[CH2:25][C:29](=[O:30])[N:18]([CH2:17][C:16]2[CH:19]=[CH:20][CH:21]=[CH:22][C:15]=2[O:14][CH3:13])[C:7]1=[O:8]. (3) Given the reactants [C:1]12([NH2:11])[CH2:10][CH:5]3[CH2:6][CH:7]([CH2:9][CH:3]([CH2:4]3)[CH2:2]1)[CH2:8]2.[S:12]1[C:16]([C:17](O)=O)=[CH:15][C:14]2[S:20][CH:21]=[CH:22][C:13]1=2, predict the reaction product. The product is: [C:1]12([NH:11][CH2:17][C:16]3[S:12][C:13]4[CH:22]=[CH:21][S:20][C:14]=4[CH:15]=3)[CH2:8][CH:7]3[CH2:6][CH:5]([CH2:4][CH:3]([CH2:9]3)[CH2:2]1)[CH2:10]2. (4) Given the reactants C[N+]1([O-])CC[O:5]CC1.O[CH:10]1[C:16]([OH:40])([C:17]2[S:18][C:19]([C:22]3[CH:27]=[C:26]([NH:28][C:29]4[N:34]=[C:33]([C:35]([F:38])([F:37])[F:36])[CH:32]=[CH:31][N:30]=4)[CH:25]=[C:24]([CH3:39])[CH:23]=3)=[CH:20][N:21]=2)[CH2:15][CH2:14][NH:13][C:12](=[O:41])[CH2:11]1, predict the reaction product. The product is: [OH:40][C:16]1([C:17]2[S:18][C:19]([C:22]3[CH:27]=[C:26]([NH:28][C:29]4[N:34]=[C:33]([C:35]([F:36])([F:38])[F:37])[CH:32]=[CH:31][N:30]=4)[CH:25]=[C:24]([CH3:39])[CH:23]=3)=[CH:20][N:21]=2)[CH:15]([OH:5])[CH2:14][NH:13][C:12](=[O:41])[CH2:11][CH2:10]1. (5) Given the reactants [Cl:1][C:2]1[CH:3]=[CH:4][C:5]([NH:8][C:9](=[O:15])[O:10][C:11]([CH3:14])([CH3:13])[CH3:12])=[N:6][CH:7]=1.C([Li])(CC)C.[CH3:21][O:22][C:23]1[C:30]([O:31][CH3:32])=[CH:29][CH:28]=[CH:27][C:24]=1[CH:25]=[O:26].[Cl-].[NH4+], predict the reaction product. The product is: [Cl:1][C:2]1[CH:3]=[C:4]([CH:25]([C:24]2[CH:27]=[CH:28][CH:29]=[C:30]([O:31][CH3:32])[C:23]=2[O:22][CH3:21])[OH:26])[C:5]([NH:8][C:9](=[O:15])[O:10][C:11]([CH3:12])([CH3:14])[CH3:13])=[N:6][CH:7]=1. (6) The product is: [F:1][C:2]1[CH:25]=[CH:24][C:5]([CH2:6][N:7]2[C:8](=[O:23])[C:9]3[C:18](=[C:17]([OH:21])[C:16]4[N:15]=[CH:14][CH:13]=[N:12][C:11]=4[C:10]=3[O:22][C:33](=[O:34])[O:35][CH2:36][CH3:37])[C:19]2=[O:20])=[CH:4][CH:3]=1. Given the reactants [F:1][C:2]1[CH:25]=[CH:24][C:5]([CH2:6][N:7]2[C:19](=[O:20])[C:18]3[C:9](=[C:10]([OH:22])[C:11]4[N:12]=[CH:13][CH:14]=[N:15][C:16]=4[C:17]=3[OH:21])[C:8]2=[O:23])=[CH:4][CH:3]=1.N1C=CC=CC=1.Cl[C:33]([O:35][CH2:36][CH3:37])=[O:34], predict the reaction product. (7) Given the reactants Cl.[CH2:2]([C:4]1[S:24][C:7]2[N:8]=[C:9]([S:18][CH2:19][C:20]([O:22][CH3:23])=[O:21])[N:10]=[C:11]([N:12]3[CH2:17][CH2:16][NH:15][CH2:14][CH2:13]3)[C:6]=2[CH:5]=1)[CH3:3].C(N(C(C)C)CC)(C)C.[C:34]1([C:40]2[O:44][C:43]([C:45](Cl)=[O:46])=[N:42][N:41]=2)[CH:39]=[CH:38][CH:37]=[CH:36][CH:35]=1, predict the reaction product. The product is: [CH2:2]([C:4]1[S:24][C:7]2[N:8]=[C:9]([S:18][CH2:19][C:20]([O:22][CH3:23])=[O:21])[N:10]=[C:11]([N:12]3[CH2:17][CH2:16][N:15]([C:45]([C:43]4[O:44][C:40]([C:34]5[CH:35]=[CH:36][CH:37]=[CH:38][CH:39]=5)=[N:41][N:42]=4)=[O:46])[CH2:14][CH2:13]3)[C:6]=2[CH:5]=1)[CH3:3].